This data is from Forward reaction prediction with 1.9M reactions from USPTO patents (1976-2016). The task is: Predict the product of the given reaction. (1) Given the reactants [Br:1]Br.[CH3:3][O:4][C:5]([CH:7]1[CH2:12][CH2:11][N:10]([C:13]2[C:22]3[C:17](=[CH:18][N:19]=[CH:20][CH:21]=3)[CH:16]=[C:15]([C:23]3[CH:28]=[CH:27][N:26]=[C:25]([Cl:29])[CH:24]=3)[N:14]=2)[CH2:9][CH2:8]1)=[O:6], predict the reaction product. The product is: [CH3:3][O:4][C:5]([CH:7]1[CH2:8][CH2:9][N:10]([C:13]2[C:22]3[C:17](=[CH:18][N:19]=[CH:20][CH:21]=3)[C:16]([Br:1])=[C:15]([C:23]3[CH:28]=[CH:27][N:26]=[C:25]([Cl:29])[CH:24]=3)[N:14]=2)[CH2:11][CH2:12]1)=[O:6]. (2) The product is: [C:51]([O:54][C@@H:8]1[O:30][C:29]([CH2:41][O:42][C:43](=[O:50])[C:44]2[CH:45]=[CH:46][CH:47]=[CH:48][CH:49]=2)([CH2:31][O:32][C:33](=[O:40])[C:34]2[CH:35]=[CH:36][CH:37]=[CH:38][CH:39]=2)[C@@H:19]([O:20][C:21](=[O:28])[C:22]2[CH:23]=[CH:24][CH:25]=[CH:26][CH:27]=2)[C@H:9]1[O:10][C:11](=[O:18])[C:12]1[CH:13]=[CH:14][CH:15]=[CH:16][CH:17]=1)(=[O:53])[CH3:52]. Given the reactants S(=O)(=O)(O)O.CO[C@@H:8]1[O:30][C:29]([CH2:41][O:42][C:43](=[O:50])[C:44]2[CH:49]=[CH:48][CH:47]=[CH:46][CH:45]=2)([CH2:31][O:32][C:33](=[O:40])[C:34]2[CH:39]=[CH:38][CH:37]=[CH:36][CH:35]=2)[C@@H:19]([O:20][C:21](=[O:28])[C:22]2[CH:27]=[CH:26][CH:25]=[CH:24][CH:23]=2)[C@H:9]1[O:10][C:11](=[O:18])[C:12]1[CH:17]=[CH:16][CH:15]=[CH:14][CH:13]=1.[C:51]([OH:54])(=[O:53])[CH3:52], predict the reaction product. (3) Given the reactants [Cl:1][C:2]1[CH:30]=[CH:29][C:5]([CH2:6][C:7]2[N:8]=[C:9]([C:17]3[C:18]([CH3:28])=[N:19][N:20]4[CH:25]=[CH:24][C:23]([CH2:26][NH2:27])=[CH:22][C:21]=34)[S:10][C:11]=2[C:12]2[NH:16][CH:15]=[N:14][N:13]=2)=[CH:4][CH:3]=1.[N:31]1[CH:36]=[CH:35][N:34]=[CH:33][C:32]=1[C:37](Cl)=[O:38].C(N(CC)C(C)C)(C)C, predict the reaction product. The product is: [Cl:1][C:2]1[CH:3]=[CH:4][C:5]([CH2:6][C:7]2[N:8]=[C:9]([C:17]3[C:18]([CH3:28])=[N:19][N:20]4[CH:25]=[CH:24][C:23]([CH2:26][NH:27][C:37]([C:32]5[CH:33]=[N:34][CH:35]=[CH:36][N:31]=5)=[O:38])=[CH:22][C:21]=34)[S:10][C:11]=2[C:12]2[NH:16][CH:15]=[N:14][N:13]=2)=[CH:29][CH:30]=1. (4) Given the reactants [C:1]([NH:9][NH2:10])(=[O:8])[C:2]1[CH:7]=[CH:6][CH:5]=[CH:4][CH:3]=1.CN1CCCC1=O.[C:18](Cl)(=[O:25])[C:19]1[CH:24]=[CH:23][CH:22]=[CH:21][CH:20]=1, predict the reaction product. The product is: [C:1]([NH:9][NH:10][C:18](=[O:25])[C:19]1[CH:24]=[CH:23][CH:22]=[CH:21][CH:20]=1)(=[O:8])[C:2]1[CH:7]=[CH:6][CH:5]=[CH:4][CH:3]=1. (5) The product is: [O:1]1[C:5]2([CH2:10][CH2:9][CH:8]([CH2:11][CH2:12][NH:13][C:14]3[CH:19]=[C:18]([O:20][CH3:21])[CH:17]=[CH:16][C:15]=3[NH2:22])[CH2:7][CH2:6]2)[O:4][CH2:3][CH2:2]1. Given the reactants [O:1]1[C:5]2([CH2:10][CH2:9][CH:8]([CH2:11][CH2:12][NH:13][C:14]3[CH:19]=[C:18]([O:20][CH3:21])[CH:17]=[CH:16][C:15]=3[N+:22]([O-])=O)[CH2:7][CH2:6]2)[O:4][CH2:3][CH2:2]1, predict the reaction product. (6) Given the reactants [OH-].[Na+].C[O:4][C:5](=[O:42])[C:6]1[CH:41]=[CH:40][C:9]([C:10]([NH:12][C:13]([C:16](=[O:39])[NH:17][C:18]2[CH:23]=[CH:22][C:21]([CH2:24][N:25]([CH:33]3[CH2:38][CH2:37][CH2:36][CH2:35][CH2:34]3)[C:26]([C:28]3[O:29][CH:30]=[CH:31][CH:32]=3)=[O:27])=[CH:20][CH:19]=2)([CH3:15])[CH3:14])=[O:11])=[CH:8][CH:7]=1, predict the reaction product. The product is: [CH:33]1([N:25]([CH2:24][C:21]2[CH:22]=[CH:23][C:18]([NH:17][C:16]([C:13]([NH:12][C:10](=[O:11])[C:9]3[CH:8]=[CH:7][C:6]([C:5]([OH:42])=[O:4])=[CH:41][CH:40]=3)([CH3:14])[CH3:15])=[O:39])=[CH:19][CH:20]=2)[C:26]([C:28]2[O:29][CH:30]=[CH:31][CH:32]=2)=[O:27])[CH2:38][CH2:37][CH2:36][CH2:35][CH2:34]1.